Task: Predict the product of the given reaction.. Dataset: Forward reaction prediction with 1.9M reactions from USPTO patents (1976-2016) (1) Given the reactants [C:1]1([NH:7][C:8]2[N:16]=[CH:15][CH:14]=[CH:13][C:9]=2[C:10]([OH:12])=O)[CH:6]=[CH:5][CH:4]=[CH:3][CH:2]=1.Cl.[NH2:18][C:19]([CH3:24])([CH2:22][CH3:23])[C:20]#[CH:21].C1C=CC2N(O)N=NC=2C=1.CCN=C=NCCCN(C)C.CCN(C(C)C)C(C)C, predict the reaction product. The product is: [CH3:24][C:19]([NH:18][C:10](=[O:12])[C:9]1[CH:13]=[CH:14][CH:15]=[N:16][C:8]=1[NH:7][C:1]1[CH:2]=[CH:3][CH:4]=[CH:5][CH:6]=1)([CH2:22][CH3:23])[C:20]#[CH:21]. (2) The product is: [CH2:1]([O:8][C:9]1[CH:10]=[CH:11][C:12]([C:15]2[CH:32]=[N:31][C:18]3[N:19]([N:27]=[CH:28][C:29]=3[NH:30][C:40]([CH:37]3[CH2:39][CH2:38]3)=[O:41])[C:20]=2[CH:21]2[CH2:26][CH2:25][CH2:24][CH2:23][CH2:22]2)=[CH:13][CH:14]=1)[C:2]1[CH:3]=[CH:4][CH:5]=[CH:6][CH:7]=1.[CH2:1]([O:8][C:9]1[CH:14]=[CH:13][C:12]([C:15]2[CH:49]=[N:50][C:18]3[N:19]([N:27]=[CH:28][C:29]=3[NH:30][S:45]([CH2:43][CH3:44])(=[O:47])=[O:46])[C:20]=2[CH:21]2[CH2:26][CH2:25][CH2:24][CH2:23][CH2:22]2)=[CH:11][CH:10]=1)[C:2]1[CH:3]=[CH:4][CH:5]=[CH:6][CH:7]=1. Given the reactants [CH2:1]([O:8][C:9]1[CH:14]=[CH:13][C:12]([C:15]2C=C[C:18]3[N:19]([N:27]=[CH:28][C:29]=3[NH2:30])[C:20]=2[CH:21]2[CH2:26][CH2:25][CH2:24][CH2:23][CH2:22]2)=[CH:11][CH:10]=1)[C:2]1[CH:7]=[CH:6][CH:5]=[CH:4][CH:3]=1.[N:31]1C=CC=C[CH:32]=1.[CH:37]1([C:40](Cl)=[O:41])[CH2:39][CH2:38]1.[CH2:43]([S:45](Cl)(=[O:47])=[O:46])[CH3:44].[CH3:49][N:50](C1C=CC=CN=1)C, predict the reaction product.